Dataset: NCI-60 drug combinations with 297,098 pairs across 59 cell lines. Task: Regression. Given two drug SMILES strings and cell line genomic features, predict the synergy score measuring deviation from expected non-interaction effect. Drug 1: COC1=CC(=CC(=C1O)OC)C2C3C(COC3=O)C(C4=CC5=C(C=C24)OCO5)OC6C(C(C7C(O6)COC(O7)C8=CC=CS8)O)O. Drug 2: CC(C)CN1C=NC2=C1C3=CC=CC=C3N=C2N. Cell line: U251. Synergy scores: CSS=52.2, Synergy_ZIP=8.79, Synergy_Bliss=9.28, Synergy_Loewe=-9.00, Synergy_HSA=8.20.